Dataset: Retrosynthesis with 50K atom-mapped reactions and 10 reaction types from USPTO. Task: Predict the reactants needed to synthesize the given product. (1) Given the product C=CCc1c(OC)ccc2ccc(=O)n(C)c12, predict the reactants needed to synthesize it. The reactants are: C=CC[Sn](CCCC)(CCCC)CCCC.COc1ccc2ccc(=O)n(C)c2c1Br. (2) Given the product CCCCCCCCCCCc1ccc(C(=O)Oc2ccc(C(=O)OCc3ccccc3)cc2)c(C(=O)O)c1, predict the reactants needed to synthesize it. The reactants are: CCCCCCCCCCCc1ccc(C(=O)O)c(C(=O)O)c1.O=C(OCc1ccccc1)c1ccc(O)cc1. (3) Given the product COc1cc2ncnc(N3CCc4c(c(CO)nn4C)C3)c2cc1OC, predict the reactants needed to synthesize it. The reactants are: CI.COc1cc2ncnc(N3CCc4[nH]nc(CO)c4C3)c2cc1OC. (4) Given the product CN(Cc1cn2c(OCCN3CCCCC3)cccc2n1)[C@H]1CCCc2cccnc21, predict the reactants needed to synthesize it. The reactants are: CN(Cc1cn2c(F)cccc2n1)[C@H]1CCCc2cccnc21.OCCN1CCCCC1. (5) Given the product CCOC(=O)CCCOc1cccc(CCCCCCOc2cc(-c3ccc(Cl)cc3)cc(S(=O)(=O)C(C)C)c2)c1CCC(=O)OCC, predict the reactants needed to synthesize it. The reactants are: CCOC(=O)CCCOc1cccc(CCCCCCOc2cc(Br)cc(S(=O)(=O)C(C)C)c2)c1CCC(=O)OCC.OB(O)c1ccc(Cl)cc1. (6) Given the product CCc1nc(C)cn1-c1cc(F)ccc1[N+](=O)[O-], predict the reactants needed to synthesize it. The reactants are: CCc1nc(C)c[nH]1.O=[N+]([O-])c1ccc(F)cc1F. (7) Given the product OCCCOCc1ccccc1, predict the reactants needed to synthesize it. The reactants are: BrCc1ccccc1.OCCCO.